Task: Predict the product of the given reaction.. Dataset: Forward reaction prediction with 1.9M reactions from USPTO patents (1976-2016) Given the reactants [Cl:1][C:2]1[CH:3]=[C:4]([C:9]2[S:13][C:12]([C:14]([O:16]CC)=[O:15])=[CH:11][C:10]=2[C:19]2[CH:24]=[CH:23][CH:22]=[C:21]([C:25]#[N:26])[CH:20]=2)[CH:5]=[C:6]([F:8])[CH:7]=1.[OH-].[Li+].O.Cl, predict the reaction product. The product is: [Cl:1][C:2]1[CH:3]=[C:4]([C:9]2[S:13][C:12]([C:14]([OH:16])=[O:15])=[CH:11][C:10]=2[C:19]2[CH:24]=[CH:23][CH:22]=[C:21]([C:25]#[N:26])[CH:20]=2)[CH:5]=[C:6]([F:8])[CH:7]=1.